This data is from Forward reaction prediction with 1.9M reactions from USPTO patents (1976-2016). The task is: Predict the product of the given reaction. (1) Given the reactants [H-].[Na+].Cl.[NH2:4][C:5]([NH2:7])=[NH:6].[C:8]([O:12][C:13](=[O:31])[CH2:14][CH2:15][NH:16][C:17]([C:19]1[CH:28]=[C:27]2[C:22]([C:23]([Cl:30])=[CH:24][N:25]=[C:26]2Cl)=[CH:21][CH:20]=1)=[O:18])([CH3:11])([CH3:10])[CH3:9].O, predict the reaction product. The product is: [C:8]([O:12][C:13](=[O:31])[CH2:14][CH2:15][NH:16][C:17]([C:19]1[CH:28]=[C:27]2[C:22]([C:23]([Cl:30])=[CH:24][N:25]=[C:26]2[NH:6][C:5]([NH2:7])=[NH:4])=[CH:21][CH:20]=1)=[O:18])([CH3:11])([CH3:9])[CH3:10]. (2) Given the reactants C([O:3][C:4]([C:6]1([S:20]([C:23]2[CH:28]=[CH:27][C:26]([O:29][CH3:30])=[CH:25][CH:24]=2)(=[O:22])=[O:21])[CH2:11][CH2:10][N:9]([CH2:12][C:13]2[CH:18]=[CH:17][C:16]([F:19])=[CH:15][CH:14]=2)[CH2:8][CH2:7]1)=[O:5])C, predict the reaction product. The product is: [F:19][C:16]1[CH:15]=[CH:14][C:13]([CH2:12][N:9]2[CH2:10][CH2:11][C:6]([S:20]([C:23]3[CH:24]=[CH:25][C:26]([O:29][CH3:30])=[CH:27][CH:28]=3)(=[O:22])=[O:21])([C:4]([OH:5])=[O:3])[CH2:7][CH2:8]2)=[CH:18][CH:17]=1. (3) Given the reactants C(O[C:5]1[C:6](=[O:18])[C:7](=[O:17])[C:8]=1[C:9]1[CH:14]=[CH:13][C:12]([O:15][CH3:16])=[CH:11][CH:10]=1)(C)C.[NH2:19][CH:20]([C:22]([CH3:25])([CH3:24])[CH3:23])[CH3:21], predict the reaction product. The product is: [CH3:16][O:15][C:12]1[CH:11]=[CH:10][C:9]([C:8]2[C:7](=[O:17])[C:6](=[O:18])[C:5]=2[NH:19][CH:20]([CH3:21])[C:22]([CH3:25])([CH3:24])[CH3:23])=[CH:14][CH:13]=1. (4) Given the reactants [NH:1]([C:18]([O:20][CH2:21][C:22]1[CH:27]=[CH:26][CH:25]=[CH:24][CH:23]=1)=[O:19])[C@H:2]([C:15]([OH:17])=O)[CH2:3][CH2:4][CH2:5][CH2:6][NH:7][C:8]([O:10][C:11]([CH3:14])([CH3:13])[CH3:12])=[O:9].CN(C(ON1N=NC2C=CC=CC1=2)=[N+](C)C)C.[B-](F)(F)(F)F.C1C=CC2N(O)N=NC=2C=1.[N:60]1[CH:65]=[CH:64][C:63]([N:66]2[CH2:71][CH2:70][NH:69][CH2:68][CH2:67]2)=[CH:62][CH:61]=1.CCN(C(C)C)C(C)C, predict the reaction product. The product is: [C:22]1([CH2:21][O:20][C:18]([NH:1][C@H:2]([C:15]([N:69]2[CH2:70][CH2:71][N:66]([C:63]3[CH:64]=[CH:65][N:60]=[CH:61][CH:62]=3)[CH2:67][CH2:68]2)=[O:17])[CH2:3][CH2:4][CH2:5][CH2:6][NH:7][C:8]([O:10][C:11]([CH3:12])([CH3:13])[CH3:14])=[O:9])=[O:19])[CH:27]=[CH:26][CH:25]=[CH:24][CH:23]=1.